Dataset: Full USPTO retrosynthesis dataset with 1.9M reactions from patents (1976-2016). Task: Predict the reactants needed to synthesize the given product. (1) Given the product [CH3:30][O:27][C:21]1([C:17]2[CH:16]=[C:15]([S:14][C:9]3[CH:10]=[C:11]4[C:6](=[CH:7][CH:8]=3)[N:5]3[CH2:1][CH2:2][N:3]=[C:4]3[CH:13]=[CH:12]4)[CH:20]=[CH:19][CH:18]=2)[CH2:22][CH2:23][O:24][CH2:25][CH2:26]1, predict the reactants needed to synthesize it. The reactants are: [CH2:1]1[N:5]2[C:6]3[C:11]([CH:12]=[CH:13][C:4]2=[N:3][CH2:2]1)=[CH:10][C:9]([S:14][C:15]1[CH:16]=[C:17]([C:21]2([OH:27])[CH2:26][CH2:25][O:24][CH2:23][CH2:22]2)[CH:18]=[CH:19][CH:20]=1)=[CH:8][CH:7]=3.[H-].[Na+].[CH3:30]N(C=O)C. (2) Given the product [N:44]1([C:41]2[CH:40]=[CH:39][C:38]([N:36]3[C:35](=[O:50])[CH2:34][CH:33]([CH2:32][N:5]4[C:1](=[O:11])[C:2]5[C:3](=[CH:7][CH:8]=[CH:9][CH:10]=5)[C:4]4=[O:6])[CH2:37]3)=[CH:43][CH:42]=2)[CH2:49][CH2:48][O:47][CH2:46][CH2:45]1, predict the reactants needed to synthesize it. The reactants are: [C:1]1(=[O:11])[NH:5][C:4](=[O:6])[C:3]2=[CH:7][CH:8]=[CH:9][CH:10]=[C:2]12.C1(P(C2C=CC=CC=2)C2C=CC=CC=2)C=CC=CC=1.O[CH2:32][CH:33]1[CH2:37][N:36]([C:38]2[CH:43]=[CH:42][C:41]([N:44]3[CH2:49][CH2:48][O:47][CH2:46][CH2:45]3)=[CH:40][CH:39]=2)[C:35](=[O:50])[CH2:34]1.N(C(OCC)=O)=NC(OCC)=O. (3) Given the product [C:40]([C@H:10]1[CH2:9][CH:8]([CH2:7][C:4]2[CH:5]=[CH:6][C:1]([C:50]3[CH:55]=[CH:54][CH:53]=[CH:52][CH:51]=3)=[CH:2][CH:3]=2)[N:12]([CH2:13][N:30]2[CH2:31][CH2:32][CH2:33][CH2:35]2)[C:11]1=[O:22])(=[O:47])[C:41]1[CH:42]=[CH:43][CH:44]=[CH:45][CH:46]=1, predict the reactants needed to synthesize it. The reactants are: [C:1]1(C2C=CC=CC=2)[CH:6]=[CH:5][C:4]([CH2:7][C@H:8]2[N:12]([CH2:13]C3C=CC(OC)=CC=3)[C:11](=[O:22])[CH2:10][CH2:9]2)=[CH:3][CH:2]=1.C[N:30]1[C:35](=O)N(C)[CH2:33][CH2:32][CH2:31]1.CO[C:40](=[O:47])[C:41]1[CH:46]=[CH:45][CH:44]=[CH:43][CH:42]=1.[H-].[Na+].[C:50]1(C)[CH:55]=[CH:54][CH:53]=[CH:52][CH:51]=1. (4) Given the product [CH3:71][Si:40]([CH3:39])([CH3:72])[CH2:41][CH2:42][O:43][CH2:44][N:45]([CH2:63][O:64][CH2:65][CH2:66][Si:67]([CH3:70])([CH3:69])[CH3:68])[C:46]1[N:51]2[N:52]=[CH:53][CH:54]=[C:50]2[N:49]=[C:48]([CH:55]2[CH2:59][CH2:58][CH:57]([CH2:60][C:61]#[N:62])[CH2:56]2)[CH:47]=1, predict the reactants needed to synthesize it. The reactants are: C[Si](C)(C)CCOCN(COCC[Si](C)(C)C)C1N2N=CC=C2N=C(C2CCC(CC(OCC)=O)CC2)C=1.[CH3:39][Si:40]([CH3:72])([CH3:71])[CH2:41][CH2:42][O:43][CH2:44][N:45]([CH2:63][O:64][CH2:65][CH2:66][Si:67]([CH3:70])([CH3:69])[CH3:68])[C:46]1[N:51]2[N:52]=[CH:53][CH:54]=[C:50]2[N:49]=[C:48]([CH:55]2[CH2:59][CH2:58][C:57](=[CH:60][C:61]#[N:62])[CH2:56]2)[CH:47]=1.C[Si](C)(C)CCOCN(COCC[Si](C)(C)C)C1N2N=CC=C2N=C(C2CCC(=CC(OCC)=O)CC2)C=1. (5) Given the product [Br:1][C:2]1[CH2:3][N:4]([CH2:22][C:23]2[CH:28]=[CH:27][C:26]([O:29][CH3:30])=[CH:25][C:24]=2[O:31][CH3:32])[C:5](=[O:6])[C@H:7]([NH:11][C:12](=[O:21])[O:13][CH2:14][C:15]2[CH:20]=[CH:19][CH:18]=[CH:17][CH:16]=2)[CH2:8][CH:9]=1, predict the reactants needed to synthesize it. The reactants are: [Br:1][C:2](=C)[CH2:3][N:4]([CH2:22][C:23]1[CH:28]=[CH:27][C:26]([O:29][CH3:30])=[CH:25][C:24]=1[O:31][CH3:32])[C:5]([C@H:7]([NH:11][C:12](=[O:21])[O:13][CH2:14][C:15]1[CH:20]=[CH:19][CH:18]=[CH:17][CH:16]=1)[CH2:8][CH:9]=C)=[O:6]. (6) Given the product [C:20]1([CH:26]([CH3:35])[CH2:27][S:28][C:29]2[S:33][C:32]([NH:34][C:14](=[O:16])[CH:13]([NH:12][C:10](=[O:11])[CH2:9][C:4]3[CH:5]=[C:6]([F:8])[CH:7]=[C:2]([F:1])[CH:3]=3)[CH2:17][CH2:18][CH3:19])=[N:31][N:30]=2)[CH:25]=[CH:24][CH:23]=[CH:22][CH:21]=1, predict the reactants needed to synthesize it. The reactants are: [F:1][C:2]1[CH:3]=[C:4]([CH2:9][C:10]([NH:12][CH:13]([CH2:17][CH2:18][CH3:19])[C:14]([OH:16])=O)=[O:11])[CH:5]=[C:6]([F:8])[CH:7]=1.[C:20]1([CH:26]([CH3:35])[CH2:27][S:28][C:29]2[S:33][C:32]([NH2:34])=[N:31][N:30]=2)[CH:25]=[CH:24][CH:23]=[CH:22][CH:21]=1.CCN=C=NCCCN(C)C.Cl.C(N(CC)CC)C. (7) The reactants are: Cl[C:2]1[C:7]([O:8][C:9]2[CH:14]=[CH:13][N:12]=[C:11]([NH:15][C:16]3[CH:21]=[C:20]([O:22][CH3:23])[C:19]([O:24][CH3:25])=[C:18]([O:26][CH3:27])[CH:17]=3)[CH:10]=2)=[CH:6][CH:5]=[CH:4][N:3]=1.[C:28]1(B(O)O)[CH:33]=[CH:32][CH:31]=[CH:30][CH:29]=1.C([O-])([O-])=O.[Na+].[Na+].O1CCOCC1. Given the product [C:28]1([C:2]2[C:7]([O:8][C:9]3[CH:14]=[CH:13][N:12]=[C:11]([NH:15][C:16]4[CH:21]=[C:20]([O:22][CH3:23])[C:19]([O:24][CH3:25])=[C:18]([O:26][CH3:27])[CH:17]=4)[CH:10]=3)=[CH:6][CH:5]=[CH:4][N:3]=2)[CH:33]=[CH:32][CH:31]=[CH:30][CH:29]=1, predict the reactants needed to synthesize it.